Dataset: Forward reaction prediction with 1.9M reactions from USPTO patents (1976-2016). Task: Predict the product of the given reaction. Given the reactants [C:1]([O:4][CH2:5][CH2:6][C:7]1[O:8][C:9]([Br:22])=[C:10]([C:12]2[CH:17]=[CH:16][C:15]([C:18]([F:21])([F:20])[F:19])=[CH:14][CH:13]=2)[N:11]=1)(=[O:3])[CH3:2].C1C(=O)N([Br:30])C(=O)C1.CC(N=NC(C#N)(C)C)(C#N)C, predict the reaction product. The product is: [C:1]([O:4][CH2:5][CH:6]([Br:30])[C:7]1[O:8][C:9]([Br:22])=[C:10]([C:12]2[CH:17]=[CH:16][C:15]([C:18]([F:19])([F:20])[F:21])=[CH:14][CH:13]=2)[N:11]=1)(=[O:3])[CH3:2].